The task is: Predict the product of the given reaction.. This data is from Forward reaction prediction with 1.9M reactions from USPTO patents (1976-2016). (1) Given the reactants C([O:3][C:4]([C:6]1([NH:15][C:16](=[O:26])[C:17]2[CH:22]=[CH:21][CH:20]=[C:19]([O:23][CH3:24])[C:18]=2[CH3:25])[CH2:14][C:13]2[C:8](=[CH:9][CH:10]=[CH:11][CH:12]=2)[CH2:7]1)=[O:5])C.C1COCC1.O.[Li+].[OH-], predict the reaction product. The product is: [CH3:24][O:23][C:19]1[C:18]([CH3:25])=[C:17]([CH:22]=[CH:21][CH:20]=1)[C:16]([NH:15][C:6]1([C:4]([OH:5])=[O:3])[CH2:14][C:13]2[C:8](=[CH:9][CH:10]=[CH:11][CH:12]=2)[CH2:7]1)=[O:26]. (2) Given the reactants [CH:1](=[C:8]1/[N:9]=[C:10]([C:14]2[CH:19]=[C:18]([F:20])[CH:17]=[CH:16][C:15]=2[F:21])[NH:11][C:12]/1=[O:13])/[C:2]1[CH:7]=[CH:6][CH:5]=[CH:4][CH:3]=1.[O:22]1[CH:26]=[CH:25][CH:24]=[C:23]1/[CH:27]=[CH:28]/[CH:29]=[O:30], predict the reaction product. The product is: [F:21][C:15]1[CH:16]=[CH:17][C:18]([F:20])=[CH:19][C:14]=1[C:10]1[NH:11][C:12]2[O:13][C:29](=[O:30])[CH:28]([CH2:27][C:23]3[O:22][CH:26]=[CH:25][CH:24]=3)[CH:1]([C:2]3[CH:3]=[CH:4][CH:5]=[CH:6][CH:7]=3)[C:8]=2[N:9]=1.